Dataset: Forward reaction prediction with 1.9M reactions from USPTO patents (1976-2016). Task: Predict the product of the given reaction. (1) Given the reactants O.O.O.O.[C:5]([O-:12])(=[O:11])[CH2:6][CH2:7][C:8]([O-:10])=[O:9].[Mg+2:13], predict the reaction product. The product is: [C:5]([O-:12])(=[O:11])[CH2:6][CH2:7][C:8]([O-:10])=[O:9].[Mg+2:13]. (2) Given the reactants [Cl:1][CH2:2][C:3]([OH:5])=O.CCN=C=NCCCN(C)C.Cl.C1C=CC2N(O)N=NC=2C=1.[C:28]([NH:31][CH:32]1[CH2:36][CH2:35][NH:34][CH2:33]1)(=[O:30])[CH3:29], predict the reaction product. The product is: [Cl:1][CH2:2][C:3]([N:34]1[CH2:35][CH2:36][CH:32]([NH:31][C:28](=[O:30])[CH3:29])[CH2:33]1)=[O:5]. (3) Given the reactants [CH:1]([O-:3])=O.[Na+].[H][H].O.[C:8]([C:11]1[CH:16]=[CH:15][CH:14]=[CH:13][CH:12]=1)(=O)C, predict the reaction product. The product is: [CH:14]1[CH:13]=[CH:12][C:11]([CH2:8][CH2:1][OH:3])=[CH:16][CH:15]=1. (4) Given the reactants [NH2:1][C:2]1[CH:3]=[C:4]([CH:21]=[CH:22][C:23]=1[CH2:24][S:25]([CH3:28])(=[O:27])=[O:26])[C:5]([NH:7][C:8]1[CH:13]=[CH:12][C:11]([Cl:14])=[C:10]([C:15]2[CH:20]=[CH:19][CH:18]=[CH:17][N:16]=2)[CH:9]=1)=[O:6].[CH2:29]([N:31]([CH2:34][CH3:35])[CH2:32][CH3:33])[CH3:30].BrCC(Br)=[O:39].C(N(C(C)C)C(C)C)C.N1CCCC1, predict the reaction product. The product is: [Cl:14][C:11]1[CH:12]=[CH:13][C:8]([NH:7][C:5](=[O:6])[C:4]2[CH:21]=[CH:22][C:23]([CH2:24][S:25]([CH3:28])(=[O:27])=[O:26])=[C:2]([NH:1][C:30](=[O:39])[CH2:29][N:31]3[CH2:34][CH2:35][CH2:33][CH2:32]3)[CH:3]=2)=[CH:9][C:10]=1[C:15]1[CH:20]=[CH:19][CH:18]=[CH:17][N:16]=1. (5) Given the reactants [Cl:1][C:2]1[CH:7]=[C:6]2[NH:8][C:9](=[O:43])[C@@:10]3([C@H:14]([CH2:15][C:16]([C:19]#[N:20])([CH3:18])[CH3:17])[NH:13][C@@H:12]([C:21]([NH:23][C:24]4[CH:33]=[CH:32][C:27]([C:28]([O:30]C)=[O:29])=[CH:26][C:25]=4[Cl:34])=[O:22])[C@@H:11]3[C:35]3[CH:40]=[CH:39][CH:38]=[C:37]([Cl:41])[C:36]=3[F:42])[C:5]2=[CH:4][CH:3]=1.[Li+].[OH-].Cl, predict the reaction product. The product is: [Cl:1][C:2]1[CH:7]=[C:6]2[NH:8][C:9](=[O:43])[C@@:10]3([C@H:14]([CH2:15][C:16]([C:19]#[N:20])([CH3:18])[CH3:17])[NH:13][C@@H:12]([C:21]([NH:23][C:24]4[CH:33]=[CH:32][C:27]([C:28]([OH:30])=[O:29])=[CH:26][C:25]=4[Cl:34])=[O:22])[C@@H:11]3[C:35]3[CH:40]=[CH:39][CH:38]=[C:37]([Cl:41])[C:36]=3[F:42])[C:5]2=[CH:4][CH:3]=1. (6) The product is: [F:1][CH:2]([F:52])[C:3]1[C:11]2[C:10]([F:12])([F:13])[CH2:9][CH2:8][C:7]([F:14])([F:15])[C:6]=2[N:5]([CH2:16][C:17]([NH:19][C@H:20]([C:30]2[C:35]([C:36]3[CH:37]=[C:38]4[C:42](=[CH:43][CH:44]=3)[CH2:41][NH:40][C:39]4=[O:45])=[CH:34][N:33]=[C:32]([C:46]#[C:47][C:48]3[CH:50]=[CH:68][N:57]=[C:58]([CH3:63])[CH:49]=3)[N:31]=2)[CH2:21][C:22]2[CH:27]=[C:26]([F:28])[CH:25]=[C:24]([F:29])[CH:23]=2)=[O:18])[N:4]=1. Given the reactants [F:1][CH:2]([F:52])[C:3]1[C:11]2[C:10]([F:13])([F:12])[CH2:9][CH2:8][C:7]([F:15])([F:14])[C:6]=2[N:5]([CH2:16][C:17]([NH:19][C@H:20]([C:30]2[C:35]([C:36]3[CH:37]=[C:38]4[C:42](=[CH:43][CH:44]=3)[CH2:41][NH:40][C:39]4=[O:45])=[CH:34][N:33]=[C:32]([C:46]#[C:47][C:48](O)([CH3:50])[CH3:49])[N:31]=2)[CH2:21][C:22]2[CH:27]=[C:26]([F:28])[CH:25]=[C:24]([F:29])[CH:23]=2)=[O:18])[N:4]=1.FC(F)C1[C:63]2C(F)(F)CCC(F)(F)[C:58]=2[N:57]([CH2:68]C(N[C@H](C2C(C3C=C4C(=CC=3)CNC4=O)=CN=C(SC)N=2)CC2C=C(F)C=C(F)C=2)=O)N=1.C(C1C=CN=C(C)C=1)#C, predict the reaction product.